From a dataset of Peptide-MHC class II binding affinity with 134,281 pairs from IEDB. Regression. Given a peptide amino acid sequence and an MHC pseudo amino acid sequence, predict their binding affinity value. This is MHC class II binding data. (1) The peptide sequence is EKKYFAATQFIPLAA. The MHC is DRB1_1001 with pseudo-sequence DRB1_1001. The binding affinity (normalized) is 0.803. (2) The peptide sequence is ANWIEIMRIKKLTIT. The MHC is HLA-DPA10201-DPB10501 with pseudo-sequence HLA-DPA10201-DPB10501. The binding affinity (normalized) is 0.446. (3) The peptide sequence is GLLYTVKYPNLSDLD. The MHC is DRB3_0101 with pseudo-sequence DRB3_0101. The binding affinity (normalized) is 0.313.